Predict the reactants needed to synthesize the given product. From a dataset of Full USPTO retrosynthesis dataset with 1.9M reactions from patents (1976-2016). (1) Given the product [CH2:12]([O:11][C:9]([C:4]1[CH:3]=[C:2]([B:17]([OH:18])[OH:16])[C:7]([CH3:8])=[CH:6][N:5]=1)=[O:10])[CH3:13], predict the reactants needed to synthesize it. The reactants are: Cl[C:2]1[C:7]([CH3:8])=[CH:6][N:5]=[C:4]([C:9]([O:11][CH2:12][CH3:13])=[O:10])[CH:3]=1.CC1(C)C(C)(C)[O:18][B:17](B2OC(C)(C)C(C)(C)O2)[O:16]1.C1(P(C2CCCCC2)C2CCCCC2)CCCCC1.C([O-])(=O)C.[K+]. (2) Given the product [C:20]([O:23][CH2:24][C:25]1[N:27]([C:28]2[CH:33]=[CH:32][C:31]([C:34]([F:37])([F:36])[F:35])=[C:30]([C:38]#[N:39])[CH:29]=2)[N:46]=[N:45][N:44]=1)(=[O:22])[CH3:21], predict the reactants needed to synthesize it. The reactants are: C1(P(C2C=CC=CC=2)C2C=CC=CC=2)C=CC=CC=1.[C:20]([O:23][CH2:24][C:25]([NH:27][C:28]1[CH:33]=[CH:32][C:31]([C:34]([F:37])([F:36])[F:35])=[C:30]([C:38]#[N:39])[CH:29]=1)=O)(=[O:22])[CH3:21].C[Si]([N:44]=[N+:45]=[N-:46])(C)C. (3) Given the product [NH:42]1[C:43]2[C:39](=[C:38]([C:2]3[N:3]=[C:4]([N:24]4[CH2:29][CH2:28][O:27][CH2:26][CH2:25]4)[C:5]4[S:10][C:9]([C:11]5[CH:12]=[C:13]([NH:17][C:18](=[O:23])[CH2:19][N:20]([CH3:22])[CH3:21])[CH:14]=[CH:15][CH:16]=5)=[CH:8][C:6]=4[N:7]=3)[CH:46]=[CH:45][CH:44]=2)[CH:40]=[N:41]1, predict the reactants needed to synthesize it. The reactants are: Cl[C:2]1[N:3]=[C:4]([N:24]2[CH2:29][CH2:28][O:27][CH2:26][CH2:25]2)[C:5]2[S:10][C:9]([C:11]3[CH:12]=[C:13]([NH:17][C:18](=[O:23])[CH2:19][N:20]([CH3:22])[CH3:21])[CH:14]=[CH:15][CH:16]=3)=[CH:8][C:6]=2[N:7]=1.CC1(C)C(C)(C)OB([C:38]2[CH:46]=[CH:45][CH:44]=[C:43]3[C:39]=2[CH:40]=[N:41][NH:42]3)O1. (4) Given the product [NH:5]=[C:9]1[CH2:10][CH:11]([CH2:14][CH2:15][OH:16])[CH2:12][CH2:13][NH:8]1, predict the reactants needed to synthesize it. The reactants are: Cl[O-].[Na+].[OH-].[NH4+:5].[Cl-].[NH4+].[NH:8]1[CH2:13][CH2:12][CH:11]([CH2:14][CH2:15][OH:16])[CH2:10][CH2:9]1.[OH-].[Na+]. (5) Given the product [Br:16][C:13]1[CH:14]=[CH:15][C:10]([O:6][CH:4]2[CH2:5][N:2]([CH3:1])[CH2:3]2)=[N:11][CH:12]=1, predict the reactants needed to synthesize it. The reactants are: [CH3:1][N:2]1[CH2:5][CH:4]([OH:6])[CH2:3]1.[H-].[Na+].Br[C:10]1[CH:15]=[CH:14][C:13]([Br:16])=[CH:12][N:11]=1.C(OCC)(=O)C.